This data is from Forward reaction prediction with 1.9M reactions from USPTO patents (1976-2016). The task is: Predict the product of the given reaction. (1) Given the reactants [C:1]([C:3]1([NH:6][C:7]([C@H:9]2[CH2:13][C@H:12]([S:14]([C:17]3[CH:22]=[CH:21][C:20]([Br:23])=[CH:19][C:18]=3[C:24]([F:27])([F:26])[F:25])(=[O:16])=[O:15])[CH2:11][C@@H:10]2[O:28][CH3:29])=[O:8])[CH2:5][CH2:4]1)#[N:2], predict the reaction product. The product is: [C:1]([C:3]1([NH:6][C:7]([C@@H:9]2[CH2:13][C@@H:12]([S:14]([C:17]3[CH:22]=[CH:21][C:20]([Br:23])=[CH:19][C:18]=3[C:24]([F:27])([F:25])[F:26])(=[O:16])=[O:15])[CH2:11][C@H:10]2[O:28][CH3:29])=[O:8])[CH2:4][CH2:5]1)#[N:2]. (2) The product is: [NH2:33][C@H:3]1[C@H:2]([NH:1][S:42]([CH3:41])(=[O:44])=[O:43])[C@@H:7]([CH3:8])[CH2:6][C@@H:5]([C:9]2[CH:14]=[CH:13][N:12]=[CH:11][C:10]=2[NH:15][C:16](=[O:32])[C:17]2[CH:22]=[CH:21][C:20]([F:23])=[C:19]([C:24]3[C:25]([F:31])=[CH:26][CH:27]=[CH:28][C:29]=3[F:30])[N:18]=2)[CH2:4]1. Given the reactants [NH2:1][C@@H:2]1[C@@H:7]([CH3:8])[CH2:6][C@@H:5]([C:9]2[CH:14]=[CH:13][N:12]=[CH:11][C:10]=2[NH:15][C:16](=[O:32])[C:17]2[CH:22]=[CH:21][C:20]([F:23])=[C:19]([C:24]3[C:29]([F:30])=[CH:28][CH:27]=[CH:26][C:25]=3[F:31])[N:18]=2)[CH2:4][C@H:3]1[NH:33]C(=O)OC(C)(C)C.[CH3:41][S:42](Cl)(=[O:44])=[O:43], predict the reaction product. (3) Given the reactants [NH:1]([C:13]([O:15][C:16]([CH3:19])([CH3:18])[CH3:17])=[O:14])[C@H:2]([C:10]([OH:12])=O)[CH2:3][C:4]1[CH:9]=[CH:8][CH:7]=[CH:6][CH:5]=1.CN1CCOCC1.C(OC(Cl)=O)C(C)C.C(O)(C(F)(F)F)=O.[NH:42]1[CH2:49][CH2:48][CH2:47][C@H:43]1[C:44]([NH2:46])=[O:45].C(N(C(C)C)CC)(C)C, predict the reaction product. The product is: [NH:1]([C:13]([O:15][C:16]([CH3:19])([CH3:18])[CH3:17])=[O:14])[C@H:2]([C:10]([N:42]1[CH2:49][CH2:48][CH2:47][C@H:43]1[C:44]([NH2:46])=[O:45])=[O:12])[CH2:3][C:4]1[CH:5]=[CH:6][CH:7]=[CH:8][CH:9]=1. (4) Given the reactants C([O:8][N:9]([CH2:12][C@@H:13]([CH2:17][CH2:18][CH2:19][CH3:20])[C:14](O)=[O:15])[CH:10]=[O:11])C1C=CC=CC=1.Cl.[NH2:22][C@@H:23]([C:42]([CH3:45])([CH3:44])[CH3:43])[C:24]([N:26]1[CH2:31][CH2:30][CH:29]([NH:32][C:33](=[O:41])[CH2:34][C:35]2[CH:40]=[CH:39][CH:38]=[CH:37][CH:36]=2)[CH2:28][CH2:27]1)=[O:25], predict the reaction product. The product is: [CH3:43][C:42]([CH3:45])([CH3:44])[C@H:23]([NH:22][C:14](=[O:15])[C@@H:13]([CH2:12][N:9]([CH:10]=[O:11])[OH:8])[CH2:17][CH2:18][CH2:19][CH3:20])[C:24]([N:26]1[CH2:27][CH2:28][CH:29]([NH:32][C:33](=[O:41])[CH2:34][C:35]2[CH:40]=[CH:39][CH:38]=[CH:37][CH:36]=2)[CH2:30][CH2:31]1)=[O:25]. (5) Given the reactants [BH4-].[Na+].[I:3][C:4]1[CH:5]=[C:6]([CH2:10][C:11]([NH:13][CH2:14][CH2:15][O:16][CH3:17])=O)[CH:7]=[CH:8][CH:9]=1.[CH3:18][C:19]([O:22][C:23](O[C:23]([O:22][C:19]([CH3:21])([CH3:20])[CH3:18])=[O:24])=[O:24])([CH3:21])[CH3:20].C(N(CC)CC)C, predict the reaction product. The product is: [I:3][C:4]1[CH:5]=[C:6]([CH:7]=[CH:8][CH:9]=1)[CH2:10][CH2:11][N:13]([CH2:14][CH2:15][O:16][CH3:17])[C:23](=[O:24])[O:22][C:19]([CH3:21])([CH3:20])[CH3:18]. (6) Given the reactants [CH3:1][C:2]1[CH:7]=[CH:6][C:5]([C:8](=[O:10])[CH3:9])=[CH:4][CH:3]=1.C[O-].[Na+].[F:14][C:15]([F:22])([F:21])[C:16](OCC)=[O:17], predict the reaction product. The product is: [CH3:1][C:2]1[CH:7]=[CH:6][C:5]([C:8](=[O:10])[CH2:9][C:16](=[O:17])[C:15]([F:22])([F:21])[F:14])=[CH:4][CH:3]=1. (7) Given the reactants [CH3:1][C:2]1[N:6]=[C:5]([C:7]2[C:8]3[CH2:16][CH2:15][CH2:14][CH2:13][C:9]=3[S:10][C:11]=2[NH2:12])[O:4][N:3]=1.[CH3:17][C:18]1([CH3:25])[CH2:22][C:21](=[O:23])[O:20][C:19]1=[O:24], predict the reaction product. The product is: [CH3:17][C:18]([CH3:25])([CH2:22][C:21]([NH:12][C:11]1[S:10][C:9]2[CH2:13][CH2:14][CH2:15][CH2:16][C:8]=2[C:7]=1[C:5]1[O:4][N:3]=[C:2]([CH3:1])[N:6]=1)=[O:23])[C:19]([OH:24])=[O:20].